Dataset: Catalyst prediction with 721,799 reactions and 888 catalyst types from USPTO. Task: Predict which catalyst facilitates the given reaction. (1) Reactant: [CH3:1][O:2][C:3](=[O:15])[C:4]1[CH:9]=[C:8]([N+:10]([O-])=O)[C:7]([CH3:13])=[C:6]([I:14])[CH:5]=1. Product: [CH3:1][O:2][C:3](=[O:15])[C:4]1[CH:5]=[C:6]([I:14])[C:7]([CH3:13])=[C:8]([NH2:10])[CH:9]=1. The catalyst class is: 36. (2) Reactant: [CH:1]1([CH2:4][O:5][C:6]2[CH:11]=[CH:10][CH:9]=[C:8]([O:12][CH2:13][C:14]3[CH:19]=[CH:18][C:17]([O:20][CH3:21])=[CH:16][CH:15]=3)[C:7]=2[C:22]2[CH:31]=[C:30]([CH:32]3[CH2:37][CH2:36][CH2:35][N:34]([C:38]([O:40][C:41]([CH3:44])([CH3:43])[CH3:42])=[O:39])[CH2:33]3)[C:29]3[CH:28]=[C:27]([N+:45]([O-])=O)[C:26](=[O:48])[NH:25][C:24]=3[N:23]=2)[CH2:3][CH2:2]1.C(O)C.[Cl-].[NH4+]. Product: [NH2:45][C:27]1[C:26](=[O:48])[NH:25][C:24]2[N:23]=[C:22]([C:7]3[C:8]([O:12][CH2:13][C:14]4[CH:15]=[CH:16][C:17]([O:20][CH3:21])=[CH:18][CH:19]=4)=[CH:9][CH:10]=[CH:11][C:6]=3[O:5][CH2:4][CH:1]3[CH2:2][CH2:3]3)[CH:31]=[C:30]([CH:32]3[CH2:37][CH2:36][CH2:35][N:34]([C:38]([O:40][C:41]([CH3:44])([CH3:43])[CH3:42])=[O:39])[CH2:33]3)[C:29]=2[CH:28]=1. The catalyst class is: 150.